This data is from Full USPTO retrosynthesis dataset with 1.9M reactions from patents (1976-2016). The task is: Predict the reactants needed to synthesize the given product. (1) Given the product [Br:1][C:2]1[C:3]([CH:44]2[CH2:43][CH2:42][N:50]([CH3:51])[CH2:55][CH2:54]2)=[CH:4][C:5]([O:31][CH3:32])=[C:6]([NH:8][C:9]2[N:14]=[C:13]([NH:15][C:16]3[CH:21]=[C:20]([CH:22]=[CH2:23])[CH:19]=[CH:18][C:17]=3[N:24]([CH3:29])[S:25]([CH3:28])(=[O:26])=[O:27])[C:12]([Cl:30])=[CH:11][N:10]=2)[CH:7]=1, predict the reactants needed to synthesize it. The reactants are: [Br:1][C:2]1[C:3](N2CCN(C)CC2)=[CH:4][C:5]([O:31][CH3:32])=[C:6]([NH:8][C:9]2[N:14]=[C:13]([NH:15][C:16]3[CH:21]=[C:20]([CH:22]=[CH2:23])[CH:19]=[CH:18][C:17]=3[N:24]([CH3:29])[S:25]([CH3:28])(=[O:27])=[O:26])[C:12]([Cl:30])=[CH:11][N:10]=2)[CH:7]=1.BrC1[C:42]([N:50]2[CH2:55][CH2:54]N(C)C[CH2:51]2)=[CH:43][C:44](OC)=C(N)C=1. (2) Given the product [C:31]([O:30][C:28](=[O:29])[NH:1][C:2]1[CH:10]=[C:9]2[C:5](=[CH:4][CH:3]=1)[CH2:6][O:7][C:8]2=[C:11]1[C:19]2[C:14](=[CH:15][CH:16]=[CH:17][CH:18]=2)[NH:13][C:12]1=[O:20])([CH3:34])([CH3:33])[CH3:32], predict the reactants needed to synthesize it. The reactants are: [NH2:1][C:2]1[CH:10]=[C:9]2[C:5]([CH2:6][O:7][C:8]2=[C:11]2[C:19]3[C:14](=[CH:15][CH:16]=[CH:17][CH:18]=3)[NH:13][C:12]2=[O:20])=[CH:4][CH:3]=1.C(N(CC)CC)C.[C:28](O[C:28]([O:30][C:31]([CH3:34])([CH3:33])[CH3:32])=[O:29])([O:30][C:31]([CH3:34])([CH3:33])[CH3:32])=[O:29].C1COCC1. (3) Given the product [CH3:1][O:2][C:3](=[O:27])[C:4]1[C:9]([NH:10][CH:11]([CH2:14][NH:29][CH3:28])[CH2:12][CH3:13])=[CH:8][C:7]([CH3:16])=[N:6][C:5]=1[O:17][C:18]1[C:23]([CH3:24])=[CH:22][C:21]([Cl:25])=[CH:20][C:19]=1[CH3:26], predict the reactants needed to synthesize it. The reactants are: [CH3:1][O:2][C:3](=[O:27])[C:4]1[C:9]([NH:10][CH:11]([CH:14]=O)[CH2:12][CH3:13])=[CH:8][C:7]([CH3:16])=[N:6][C:5]=1[O:17][C:18]1[C:23]([CH3:24])=[CH:22][C:21]([Cl:25])=[CH:20][C:19]=1[CH3:26].[CH3:28][NH2:29].[O-]S([O-])(=O)=O.[Na+].[Na+].[Na]. (4) Given the product [CH3:1][C:2]1[C:7]([CH3:8])=[CH:6][C:5]([CH3:9])=[CH:4][C:3]=1[O:10][CH2:12][C:13]([O:15][CH2:16][CH3:17])=[O:14], predict the reactants needed to synthesize it. The reactants are: [CH3:1][C:2]1[C:7]([CH3:8])=[CH:6][C:5]([CH3:9])=[CH:4][C:3]=1[OH:10].Br[CH2:12][C:13]([O:15][CH2:16][CH3:17])=[O:14].